From a dataset of Peptide-MHC class II binding affinity with 134,281 pairs from IEDB. Regression. Given a peptide amino acid sequence and an MHC pseudo amino acid sequence, predict their binding affinity value. This is MHC class II binding data. (1) The peptide sequence is AAATAGTTVYGAFAA. The MHC is HLA-DQA10104-DQB10503 with pseudo-sequence HLA-DQA10104-DQB10503. The binding affinity (normalized) is 0. (2) The peptide sequence is VPRDLEVVAATPTSL. The MHC is DRB1_1302 with pseudo-sequence DRB1_1302. The binding affinity (normalized) is 1.00.